Predict the reaction yield, written as a fraction of the theoretical maximum amount of product (1.0 means a 100% yield; for example, 0.34 means a 34% yield). From a dataset of Reaction yield outcomes from USPTO patents with 853,638 reactions. The reactants are [CH2:1]([C:4]1[NH:5][C:6]2[C:11]([CH:12]=1)=[C:10]([C:13]([F:16])([F:15])[F:14])[C:9]([C:17]#[N:18])=[CH:8][CH:7]=2)[CH2:2][CH3:3].C([O-])([O-])=O.[Cs+].[Cs+].Cl[CH2:26][C:27]1[N:31]=[C:30]([C:32]2[C:33]([S:38][CH3:39])=[N:34][CH:35]=[CH:36][CH:37]=2)[O:29][N:28]=1. The catalyst is C(#N)C. The product is [CH3:39][S:38][C:33]1[C:32]([C:30]2[O:29][N:28]=[C:27]([CH2:26][N:5]3[C:6]4[C:11](=[C:10]([C:13]([F:15])([F:16])[F:14])[C:9]([C:17]#[N:18])=[CH:8][CH:7]=4)[CH:12]=[C:4]3[CH2:1][CH2:2][CH3:3])[N:31]=2)=[CH:37][CH:36]=[CH:35][N:34]=1. The yield is 0.840.